Dataset: Catalyst prediction with 721,799 reactions and 888 catalyst types from USPTO. Task: Predict which catalyst facilitates the given reaction. (1) Reactant: [F:1][C:2]1[CH:3]=[CH:4][C:5]([O:20][CH2:21][CH2:22][CH3:23])=[C:6]([NH:8][CH:9]=[C:10]2[C:15](=[O:16])OC(C)(C)OC2=O)[CH:7]=1.C1(OC2C=CC=CC=2)C=CC=CC=1.C(OCC)(=O)C. Product: [F:1][C:2]1[CH:3]=[CH:4][C:5]([O:20][CH2:21][CH2:22][CH3:23])=[C:6]2[C:7]=1[C:15](=[O:16])[CH:10]=[CH:9][NH:8]2. The catalyst class is: 81. (2) Reactant: [Si:1]([O:8][CH:9]1[CH2:14][CH2:13][N:12]([C:15]2[CH:20]=[CH:19][C:18]([N+:21]([O-])=O)=[CH:17][N:16]=2)[CH2:11][CH2:10]1)([C:4]([CH3:7])([CH3:6])[CH3:5])([CH3:3])[CH3:2].[H][H]. Product: [Si:1]([O:8][CH:9]1[CH2:10][CH2:11][N:12]([C:15]2[N:16]=[CH:17][C:18]([NH2:21])=[CH:19][CH:20]=2)[CH2:13][CH2:14]1)([C:4]([CH3:7])([CH3:5])[CH3:6])([CH3:3])[CH3:2]. The catalyst class is: 43.